From a dataset of Reaction yield outcomes from USPTO patents with 853,638 reactions. Predict the reaction yield, written as a fraction of the theoretical maximum amount of product (1.0 means a 100% yield; for example, 0.34 means a 34% yield). The catalyst is CCO. The yield is 0.790. The product is [NH2:16][C:9]1[C:8]2=[C:7]([C:17]3[CH:18]=[CH:19][C:20]([NH2:23])=[CH:21][CH:22]=3)[C:6]([C:4]([O:3][CH2:1][CH3:2])=[O:5])=[C:14]([Br:15])[N:13]2[N:12]=[CH:11][N:10]=1. The reactants are [CH2:1]([O:3][C:4]([C:6]1[C:7]([C:17]2[CH:22]=[CH:21][C:20]([N+:23]([O-])=O)=[CH:19][CH:18]=2)=[C:8]2[N:13]([C:14]=1[Br:15])[N:12]=[CH:11][N:10]=[C:9]2[NH2:16])=[O:5])[CH3:2].O.O.[Sn](Cl)Cl.